Dataset: Full USPTO retrosynthesis dataset with 1.9M reactions from patents (1976-2016). Task: Predict the reactants needed to synthesize the given product. Given the product [NH2:1][C:4]1[CH:5]=[CH:6][C:7]([C:10]2[CH:15]=[CH:14][C:13]([C:16](=[O:32])[CH2:17][CH:18]([CH2:24][CH2:25][C:26]3[CH:27]=[CH:28][CH:29]=[CH:30][CH:31]=3)[C:19]([O:21][CH2:22][CH3:23])=[O:20])=[CH:12][CH:11]=2)=[CH:8][CH:9]=1, predict the reactants needed to synthesize it. The reactants are: [N+:1]([C:4]1[CH:9]=[CH:8][C:7]([C:10]2[CH:15]=[CH:14][C:13]([C:16](=[O:32])[CH2:17][CH:18]([CH2:24][CH2:25][C:26]3[CH:31]=[CH:30][CH:29]=[CH:28][CH:27]=3)[C:19]([O:21][CH2:22][CH3:23])=[O:20])=[CH:12][CH:11]=2)=[CH:6][CH:5]=1)([O-])=O.Cl.